From a dataset of Full USPTO retrosynthesis dataset with 1.9M reactions from patents (1976-2016). Predict the reactants needed to synthesize the given product. (1) Given the product [CH3:33][CH:32]([CH3:34])[CH:27]([NH:26][C:24]([C:22]1[O:21][N:20]=[C:19]([C:16]2[CH:17]=[CH:18][C:13]([NH:12][C:39](=[O:40])[C:41](=[O:35])[NH:6][C:5]3[CH:7]=[CH:8][CH:9]=[C:3]([C:2]([F:10])([F:11])[F:1])[CH:4]=3)=[CH:14][CH:15]=2)[CH:23]=1)=[O:25])[C:28]([O:30][CH3:31])=[O:29], predict the reactants needed to synthesize it. The reactants are: [F:1][C:2]([F:11])([F:10])[C:3]1[CH:4]=[C:5]([CH:7]=[CH:8][CH:9]=1)[NH2:6].[NH2:12][C:13]1[CH:18]=[CH:17][C:16]([C:19]2[CH:23]=[C:22]([C:24]([NH:26][CH:27]([CH:32]([CH3:34])[CH3:33])[C:28]([O:30][CH3:31])=[O:29])=[O:25])[O:21][N:20]=2)=[CH:15][CH:14]=1.[OH2:35].CCO[C:39]([CH3:41])=[O:40]. (2) The reactants are: [C@H:1]([OH:10])([C:7]([OH:9])=[O:8])[C@H:2]([OH:6])[C:3]([OH:5])=[O:4].C(O)(=O)C(C(C(O)=O)O)O.N[C@@H](C(O)=O)C(S)(C)C. Given the product [C:7]([OH:9])(=[O:8])[C@@H:1]([C@H:2]([C:3]([OH:5])=[O:4])[OH:6])[OH:10], predict the reactants needed to synthesize it. (3) Given the product [Br:25][C:26]1[CH:35]=[CH:34][CH:33]=[C:32]2[C:27]=1[CH2:28][CH2:29][N:30]([S:7]([NH:6][C:5]1[S:1][N:2]=[CH:3][N:4]=1)(=[O:9])=[O:10])[CH2:31]2, predict the reactants needed to synthesize it. The reactants are: [S:1]1[C:5]([NH:6][S:7](=[O:10])(=[O:9])[O-])=[N:4][CH:3]=[N:2]1.[Na+].P(Cl)(Cl)(Cl)(Cl)Cl.S(=O)(=O)(OC)N.Cl.[Br:25][C:26]1[CH:35]=[CH:34][CH:33]=[C:32]2[C:27]=1[CH2:28][CH2:29][NH:30][CH2:31]2. (4) The reactants are: C(OC(=O)[NH:10][C@H:11]([C:16]([N:18]1[CH2:23][CH2:22][CH:21]([O:24][C:25]2[CH:30]=[CH:29][C:28]([F:31])=[CH:27][CH:26]=2)[CH2:20][CH2:19]1)=[O:17])[CH2:12][CH:13]([CH3:15])[CH3:14])C1C=CC=CC=1. Given the product [F:31][C:28]1[CH:29]=[CH:30][C:25]([O:24][CH:21]2[CH2:22][CH2:23][N:18]([C:16](=[O:17])[C@@H:11]([NH2:10])[CH2:12][CH:13]([CH3:15])[CH3:14])[CH2:19][CH2:20]2)=[CH:26][CH:27]=1, predict the reactants needed to synthesize it. (5) Given the product [OH:5][CH2:4][CH2:3][CH2:2][NH:1][C:13](=[O:14])[O:15][CH2:16][C:17]1[CH:22]=[CH:21][CH:20]=[CH:19][CH:18]=1, predict the reactants needed to synthesize it. The reactants are: [NH2:1][CH2:2][CH2:3][CH2:4][OH:5].C(N(CC)CC)C.[C:13](Cl)([O:15][CH2:16][C:17]1[CH:22]=[CH:21][CH:20]=[CH:19][CH:18]=1)=[O:14].